From a dataset of Reaction yield outcomes from USPTO patents with 853,638 reactions. Predict the reaction yield, written as a fraction of the theoretical maximum amount of product (1.0 means a 100% yield; for example, 0.34 means a 34% yield). The reactants are [Cl:1][C:2]1[CH:3]=[C:4]2[C:8](=[CH:9][C:10]=1[Cl:11])[NH:7][CH:6]=[C:5]2[C:12](=[O:17])[C:13]([F:16])([F:15])[F:14].[H-].[Na+].[CH3:20][N:21]([CH2:23][C:24](Cl)=O)[CH3:22].CN(C=[O:31])C. No catalyst specified. The product is [Cl:1][C:2]1[CH:3]=[C:4]2[C:8](=[CH:9][C:10]=1[Cl:11])[N:7]([CH2:24][C:23]([N:21]([CH3:22])[CH3:20])=[O:31])[CH:6]=[C:5]2[C:12](=[O:17])[C:13]([F:14])([F:15])[F:16]. The yield is 0.780.